Dataset: Catalyst prediction with 721,799 reactions and 888 catalyst types from USPTO. Task: Predict which catalyst facilitates the given reaction. (1) Reactant: [BH4-].[Na+].[F:3][C:4]1[CH:12]=[C:11]([F:13])[CH:10]=[C:9]2[C:5]=1[CH2:6][CH2:7][C:8]2=[O:14].C(OCC)(=O)C.O. Product: [F:3][C:4]1[CH:12]=[C:11]([F:13])[CH:10]=[C:9]2[C:5]=1[CH2:6][CH2:7][CH:8]2[OH:14]. The catalyst class is: 8. (2) Reactant: C([O:8][C:9]1[CH:28]=[CH:27][C:12]([O:13][C@H:14]2[CH2:19][O:18][C@@H:17]([CH2:20][CH2:21][CH2:22][NH:23][C:24](=[O:26])[CH3:25])[O:16][CH2:15]2)=[CH:11][CH:10]=1)C1C=CC=CC=1. Product: [OH:8][C:9]1[CH:10]=[CH:11][C:12]([O:13][C@H:14]2[CH2:15][O:16][C@@H:17]([CH2:20][CH2:21][CH2:22][NH:23][C:24](=[O:26])[CH3:25])[O:18][CH2:19]2)=[CH:27][CH:28]=1. The catalyst class is: 29. (3) Reactant: [Cl:1][C:2]1[CH:3]=[C:4]([C:24]#[C:25][CH3:26])[CH:5]=[C:6]2[C:10]=1[C:9](=[O:11])[N:8]([CH2:12][C:13]1[CH:18]=[CH:17][C:16]([O:19][C:20]([F:23])([F:22])[F:21])=[CH:15][CH:14]=1)[CH2:7]2.[H][H].CCCCCC.C(OCC)(=O)C. Product: [Cl:1][C:2]1[CH:3]=[C:4]([CH2:24][CH2:25][CH3:26])[CH:5]=[C:6]2[C:10]=1[C:9](=[O:11])[N:8]([CH2:12][C:13]1[CH:14]=[CH:15][C:16]([O:19][C:20]([F:23])([F:21])[F:22])=[CH:17][CH:18]=1)[CH2:7]2. The catalyst class is: 63. (4) Reactant: [F:1][C:2]1[CH:3]=[C:4]2[C:9](=[CH:10][C:11]=1[O:12][CH2:13][CH2:14][N:15]1[CH2:20][CH2:19][O:18][CH2:17][CH2:16]1)[N:8]=[C:7]([CH3:21])[NH:6][C:5]2=[O:22].[N+:23]([C:26]1[O:30][C:29]([CH:31]=O)=[CH:28][CH:27]=1)([O-:25])=[O:24].S(=O)(=O)(O)O.C(OCC)(=O)C. Product: [F:1][C:2]1[CH:3]=[C:4]2[C:9](=[CH:10][C:11]=1[O:12][CH2:13][CH2:14][N:15]1[CH2:20][CH2:19][O:18][CH2:17][CH2:16]1)[N:8]=[C:7]([CH:21]=[CH:31][C:29]1[O:30][C:26]([N+:23]([O-:25])=[O:24])=[CH:27][CH:28]=1)[NH:6][C:5]2=[O:22]. The catalyst class is: 15. (5) Reactant: [NH2:1][CH:2]([C:4]1[C:5]([O:25][CH3:26])=[C:6]([CH:12]2[CH2:17][CH2:16][N:15]([C:18]([O:20][C:21]([CH3:24])([CH3:23])[CH3:22])=[O:19])[CH2:14][CH2:13]2)[C:7]([CH3:11])=[C:8]([Cl:10])[CH:9]=1)[CH3:3].Cl[C:28]1[N:36]=[CH:35][N:34]=[C:33]2[C:29]=1[N:30]=[CH:31][N:32]2[CH:37]1[CH2:42][CH2:41][CH2:40][CH2:39][O:38]1.C(=O)(O)[O-].[Na+]. Product: [Cl:10][C:8]1[C:7]([CH3:11])=[C:6]([CH:12]2[CH2:17][CH2:16][N:15]([C:18]([O:20][C:21]([CH3:22])([CH3:24])[CH3:23])=[O:19])[CH2:14][CH2:13]2)[C:5]([O:25][CH3:26])=[C:4]([CH:2]([NH:1][C:28]2[N:36]=[CH:35][N:34]=[C:33]3[C:29]=2[N:30]=[CH:31][N:32]3[CH:37]2[CH2:42][CH2:41][CH2:40][CH2:39][O:38]2)[CH3:3])[CH:9]=1. The catalyst class is: 51. (6) Reactant: [ClH:1].Cl.[CH3:3][C:4]1[N:5]=[C:6]([NH:9][C:10]2[N:15]=[CH:14][C:13]([S:16][CH2:17][C:18]3[C:23]([OH:24])=[CH:22][CH:21]=[CH:20][N:19]=3)=[CH:12][C:11]=2[O:25][C:26]2[CH:31]=[CH:30][CH:29]=[CH:28][CH:27]=2)[S:7][CH:8]=1.[H-].[Na+].[CH3:34]I. Product: [ClH:1].[CH3:34][O:24][C:23]1[C:18]([CH2:17][S:16][C:13]2[CH:12]=[C:11]([O:25][C:26]3[CH:31]=[CH:30][CH:29]=[CH:28][CH:27]=3)[C:10]([NH:9][C:6]3[S:7][CH:8]=[C:4]([CH3:3])[N:5]=3)=[N:15][CH:14]=2)=[N:19][CH:20]=[CH:21][CH:22]=1. The catalyst class is: 3. (7) Reactant: [NH2:1][C:2]1[CH:3]=[CH:4][C:5]([C:9]([CH3:12])([CH3:11])[CH3:10])=[C:6]([OH:8])[CH:7]=1.[C:13]1(=O)[C:21]2[C:16](=[CH:17][CH:18]=[CH:19][CH:20]=2)[C:15](=[O:22])[O:14]1.C(N(CC)CC)C. Product: [C:9]([C:5]1[CH:4]=[CH:3][C:2]([N:1]2[C:13](=[O:14])[C:21]3[C:16](=[CH:17][CH:18]=[CH:19][CH:20]=3)[C:15]2=[O:22])=[CH:7][C:6]=1[OH:8])([CH3:12])([CH3:11])[CH3:10]. The catalyst class is: 133. (8) Reactant: [CH:1]1([CH2:4][N:5]([CH2:18][CH:19]2[CH2:21][CH2:20]2)[C:6]2[C:15]3[C:10](=[CH:11][CH:12]=[CH:13][CH:14]=3)[N:9]=[CH:8][C:7]=2[CH2:16][OH:17])[CH2:3][CH2:2]1. Product: [CH:19]1([CH2:18][N:5]([CH2:4][CH:1]2[CH2:2][CH2:3]2)[C:6]2[C:15]3[C:10](=[CH:11][CH:12]=[CH:13][CH:14]=3)[N:9]=[CH:8][C:7]=2[CH:16]=[O:17])[CH2:21][CH2:20]1. The catalyst class is: 177. (9) Reactant: [CH2:1]([P:3]([CH2:6][CH2:7][OH:8])(=[O:5])[OH:4])[CH3:2].[CH2:9]1[O:11][CH2:10]1.[OH-].[K+]. Product: [CH2:1]([P:3]([CH2:6][CH2:7][OH:8])(=[O:4])[O:5][CH2:9][CH2:10][OH:11])[CH3:2]. The catalyst class is: 6. (10) Reactant: [NH2:1][C:2]1[CH:13]=[C:12]([F:14])[C:5]2[N:6]([CH3:11])[C:7](=[O:10])[O:8][CH2:9][C:4]=2[CH:3]=1.[O:15]1[CH2:17][C@@H:16]1[C:18]([O:20][CH3:21])=[O:19].FC(F)(F)S([O-])(=O)=O.[Li+]. Product: [F:14][C:12]1[C:5]2[N:6]([CH3:11])[C:7](=[O:10])[O:8][CH2:9][C:4]=2[CH:3]=[C:2]([NH:1][CH2:17][C@@H:16]([OH:15])[C:18]([O:20][CH3:21])=[O:19])[CH:13]=1. The catalyst class is: 115.